This data is from Catalyst prediction with 721,799 reactions and 888 catalyst types from USPTO. The task is: Predict which catalyst facilitates the given reaction. (1) Reactant: ClC1C=C(C=CC=1)C(OO)=[O:6].[Cl:12][C:13]1[C:18]([C:19]2([F:23])[CH2:22][CH2:21][CH2:20]2)=[CH:17][CH:16]=[C:15]([CH3:24])[N:14]=1.[O-]S([O-])(=S)=O.[Na+].[Na+]. Product: [Cl:12][C:13]1[C:18]([C:19]2([F:23])[CH2:22][CH2:21][CH2:20]2)=[CH:17][CH:16]=[C:15]([CH3:24])[N+:14]=1[O-:6]. The catalyst class is: 4. (2) Reactant: [NH:1]1[C:9]2[C:4](=[CH:5][C:6]([C:10]([OH:12])=O)=[CH:7][CH:8]=2)[CH:3]=[N:2]1.[CH:13]1([C@@H:19]([NH2:21])[CH3:20])[CH2:18][CH2:17][CH2:16][CH2:15][CH2:14]1.CN(C(ON1N=NC2C=CC=CC1=2)=[N+](C)C)C.[B-](F)(F)(F)F.CCN(C(C)C)C(C)C. Product: [CH:13]1([C@@H:19]([NH:21][C:10]([C:6]2[CH:5]=[C:4]3[C:9](=[CH:8][CH:7]=2)[NH:1][N:2]=[CH:3]3)=[O:12])[CH3:20])[CH2:18][CH2:17][CH2:16][CH2:15][CH2:14]1. The catalyst class is: 3. (3) Reactant: [C:1]([O:5][CH2:6][CH2:7][N:8]1[CH2:12][CH2:11][CH2:10][C@@H:9]1[CH2:13][O:14][C:15]1[C:16]([O:28][CH3:29])=[CH:17][C:18]([C:26]#[N:27])=[C:19]([N:21]=[CH:22]N(C)C)[CH:20]=1)([CH3:4])([CH3:3])[CH3:2].[NH2:30][C:31]1[CH:35]=[C:34]([CH2:36][C:37]([OH:39])=[O:38])[NH:33][N:32]=1. Product: [C:1]([O:5][CH2:6][CH2:7][N:8]1[CH2:12][CH2:11][CH2:10][C@@H:9]1[CH2:13][O:14][C:15]1[CH:20]=[C:19]2[C:18]([C:26]([NH:30][C:31]3[CH:35]=[C:34]([CH2:36][C:37]([OH:39])=[O:38])[NH:33][N:32]=3)=[N:27][CH:22]=[N:21]2)=[CH:17][C:16]=1[O:28][CH3:29])([CH3:2])([CH3:4])[CH3:3]. The catalyst class is: 15.